From a dataset of Forward reaction prediction with 1.9M reactions from USPTO patents (1976-2016). Predict the product of the given reaction. Given the reactants [CH3:1][N:2]([CH3:38])[C:3]([C:5]1[CH:10]=[CH:9][C:8]([C:11]2[CH:16]=[CH:15][C:14]([C@@H:17]([N:19]3[CH2:24][CH2:23][C:22]4([CH2:36][CH2:35][C:27]5(OCC(C)(C)C[O:28]5)[CH2:26][CH2:25]4)[O:21][C:20]3=[O:37])[CH3:18])=[CH:13][CH:12]=2)=[CH:7][N:6]=1)=[O:4], predict the reaction product. The product is: [CH3:38][N:2]([CH3:1])[C:3]([C:5]1[CH:10]=[CH:9][C:8]([C:11]2[CH:16]=[CH:15][C:14]([C@@H:17]([N:19]3[CH2:24][CH2:23][C:22]4([CH2:36][CH2:35][C:27](=[O:28])[CH2:26][CH2:25]4)[O:21][C:20]3=[O:37])[CH3:18])=[CH:13][CH:12]=2)=[CH:7][N:6]=1)=[O:4].